This data is from Forward reaction prediction with 1.9M reactions from USPTO patents (1976-2016). The task is: Predict the product of the given reaction. (1) Given the reactants [C:1]([O:11][CH:12]([CH3:14])[CH3:13])(=[O:10])/[CH:2]=[CH:3]/[C:4]([O:6][CH:7]([CH3:9])[CH3:8])=[O:5].[C:15]([O:25][CH:26]([CH3:28])[CH3:27])(=[O:24])[CH:16]=[CH:17][C:18]1[CH:23]=[CH:22][CH:21]=[CH:20][CH:19]=1.[C:29]([OH:33])(=[O:32])[CH:30]=[CH2:31].NC(OCC)=O.C([O-])(=O)C=C.C(OOOC(C)(C)C)(=O)C(C)(C)C, predict the reaction product. The product is: [C:4]([O:6][CH:7]([CH3:9])[CH3:8])(=[O:5])/[CH:3]=[CH:2]/[C:1]([O:11][CH:12]([CH3:14])[CH3:13])=[O:10].[C:15]([O:25][CH:26]([CH3:28])[CH3:27])(=[O:24])[CH:16]=[CH:17][C:18]1[CH:19]=[CH:20][CH:21]=[CH:22][CH:23]=1.[C:29]([O-:33])(=[O:32])[CH:30]=[CH2:31]. (2) Given the reactants [C:1]([O:5][C:6](=[O:14])[CH2:7][N:8]1[CH:12]=[C:11]([NH2:13])[CH:10]=[N:9]1)([CH3:4])([CH3:3])[CH3:2].C([O-])([O-])=O.[Cs+].[Cs+].[F:21][C:22]([F:44])([F:43])[CH2:23][CH2:24][C:25]([N:27]1[CH2:32][CH:31]=[C:30]([C:33]2[C:34]3[N:35]([N:39]=[C:40](I)[N:41]=3)[CH:36]=[CH:37][CH:38]=2)[CH2:29][CH2:28]1)=[O:26].C(Cl)(Cl)Cl.CC1(C)C2C(=C(P(C3C=CC=CC=3)C3C=CC=CC=3)C=CC=2)OC2C(P(C3C=CC=CC=3)C3C=CC=CC=3)=CC=CC1=2, predict the reaction product. The product is: [F:43][C:22]([F:21])([F:44])[CH2:23][CH2:24][C:25]([N:27]1[CH2:28][CH:29]=[C:30]([C:33]2[C:34]3[N:35]([N:39]=[C:40]([NH:13][C:11]4[CH:10]=[N:9][N:8]([CH2:7][C:6]([O:5][C:1]([CH3:4])([CH3:2])[CH3:3])=[O:14])[CH:12]=4)[N:41]=3)[CH:36]=[CH:37][CH:38]=2)[CH2:31][CH2:32]1)=[O:26].